Dataset: Reaction yield outcomes from USPTO patents with 853,638 reactions. Task: Predict the reaction yield, written as a fraction of the theoretical maximum amount of product (1.0 means a 100% yield; for example, 0.34 means a 34% yield). The reactants are C([O:8][C:9]1[N:14]=[C:13]([CH3:15])[C:12]([C:16]2[CH:17]=[CH:18][C:19]([CH2:24][N:25]3[CH2:30][CH2:29][O:28][CH2:27][CH2:26]3)=[C:20]([CH:23]=2)[C:21]#[N:22])=[CH:11][C:10]=1[CH2:31][CH3:32])C1C=CC=CC=1.C(O)C. The catalyst is [Pd].CCOCC. The product is [CH2:31]([C:10]1[C:9](=[O:8])[NH:14][C:13]([CH3:15])=[C:12]([C:16]2[CH:17]=[CH:18][C:19]([CH2:24][N:25]3[CH2:26][CH2:27][O:28][CH2:29][CH2:30]3)=[C:20]([CH:23]=2)[C:21]#[N:22])[CH:11]=1)[CH3:32]. The yield is 0.770.